Dataset: Peptide-MHC class II binding affinity with 134,281 pairs from IEDB. Task: Regression. Given a peptide amino acid sequence and an MHC pseudo amino acid sequence, predict their binding affinity value. This is MHC class II binding data. The peptide sequence is NHVIQSVRRLYPKIF. The MHC is DRB5_0101 with pseudo-sequence DRB5_0101. The binding affinity (normalized) is 0.658.